Dataset: Forward reaction prediction with 1.9M reactions from USPTO patents (1976-2016). Task: Predict the product of the given reaction. (1) Given the reactants [O:1]1[C:5]2([CH2:10][CH2:9][C:8](=O)[CH2:7][CH2:6]2)[O:4][CH2:3][CH2:2]1.[O:12]1[CH:16]=[CH:15][CH:14]=[C:13]1[CH2:17][NH2:18], predict the reaction product. The product is: [O:1]1[C:5]2([CH2:10][CH2:9][CH:8]([NH:18][CH2:17][C:13]3[O:12][CH:16]=[CH:15][CH:14]=3)[CH2:7][CH2:6]2)[O:4][CH2:3][CH2:2]1. (2) Given the reactants [CH:1]([C@@H:3]1[CH2:8][CH2:7][CH2:6][CH2:5][N:4]1[C:9]([O:11][C:12]([CH3:15])([CH3:14])[CH3:13])=[O:10])=[O:2].[Cl:16][C:17]1[CH:18]=[C:19]([Mg]Br)[CH:20]=[CH:21][C:22]=1[Cl:23], predict the reaction product. The product is: [Cl:16][C:17]1[CH:18]=[C:19]([CH:1]([OH:2])[C@@H:3]2[CH2:8][CH2:7][CH2:6][CH2:5][N:4]2[C:9]([O:11][C:12]([CH3:15])([CH3:14])[CH3:13])=[O:10])[CH:20]=[CH:21][C:22]=1[Cl:23]. (3) Given the reactants [Cl:1][C:2]1[CH:24]=[CH:23][C:5]([CH2:6][NH:7][C:8]([C:10]2[CH:19]=[CH:18][C:13]([C:14]([O:16]C)=O)=[C:12]([N:20]=[C:21]=[S:22])[CH:11]=2)=[O:9])=[CH:4][CH:3]=1.[N:25]1[CH:30]=[CH:29][CH:28]=[C:27]([NH2:31])[CH:26]=1, predict the reaction product. The product is: [Cl:1][C:2]1[CH:3]=[CH:4][C:5]([CH2:6][NH:7][C:8]([C:10]2[CH:11]=[C:12]3[C:13]([C:14](=[O:16])[N:31]([C:27]4[CH:26]=[N:25][CH:30]=[CH:29][CH:28]=4)[C:21](=[S:22])[NH:20]3)=[CH:18][CH:19]=2)=[O:9])=[CH:23][CH:24]=1. (4) The product is: [NH3:1].[S:13]1[CH:14]=[CH:15][CH:16]=[C:12]1[S:9]([N:7]1[CH2:6][CH2:5][N:4]([C:17]2[CH:18]=[CH:19][C:20]([C:23]([OH:29])([CH3:28])[C:24]([F:26])([F:27])[F:25])=[CH:21][CH:22]=2)[C@@H:3]([CH2:2][NH:1][S:36]([C:32]2[CH:31]=[N:30][CH:35]=[CH:34][CH:33]=2)(=[O:38])=[O:37])[CH2:8]1)(=[O:10])=[O:11]. Given the reactants [NH2:1][CH2:2][C@H:3]1[CH2:8][N:7]([S:9]([C:12]2[S:13][CH:14]=[CH:15][CH:16]=2)(=[O:11])=[O:10])[CH2:6][CH2:5][N:4]1[C:17]1[CH:22]=[CH:21][C:20]([C:23]([OH:29])([CH3:28])[C:24]([F:27])([F:26])[F:25])=[CH:19][CH:18]=1.[N:30]1[CH:35]=[CH:34][CH:33]=[C:32]([S:36](Cl)(=[O:38])=[O:37])[CH:31]=1.C(N(C(C)C)CC)(C)C.C(=O)([O-])[O-].[K+].[K+], predict the reaction product. (5) Given the reactants Cl[C:2]([C@H:4]1[CH2:9][CH2:8][C@H:7]([C:10]([O:12][CH3:13])=[O:11])[CH2:6][CH2:5]1)=[O:3].[Br:14][C:15]1[CH:16]=[CH:17][C:18]([Si](C)(C)C)=[N:19][CH:20]=1, predict the reaction product. The product is: [Br:14][C:15]1[CH:16]=[CH:17][C:18]([C:2]([C@H:4]2[CH2:9][CH2:8][C@H:7]([C:10]([O:12][CH3:13])=[O:11])[CH2:6][CH2:5]2)=[O:3])=[N:19][CH:20]=1. (6) Given the reactants CC1(C)CCCC(C)(C)N1.[Li]CCCC.[CH:16]1([C@H:20]([NH:22][C:23]2[N:31]=[C:30]([C:32]3[O:36][C:35](=[O:37])[NH:34][N:33]=3)[N:29]=[C:28]3[C:24]=2[N:25]([CH2:38][C@H:39]2[CH2:44][CH2:43][C@H:42]([CH3:45])[CH2:41][CH2:40]2)[CH:26]=[N:27]3)[CH3:21])[CH2:19][CH2:18][CH2:17]1.C1([C@H](NC2N=C(C#N)N=C3C=2N(C[C@H]2CC[C@H](C)CC2)C=N3)C)CCC1.[C:72](Cl)(=[O:79])[C:73]1[CH:78]=[CH:77][CH:76]=[CH:75][CH:74]=1, predict the reaction product. The product is: [CH:16]1([C@H:20]([NH:22][C:23]2[N:31]=[C:30]([C:32]3[O:36][C:35](=[O:37])[NH:34][N:33]=3)[N:29]=[C:28]3[C:24]=2[N:25]([CH2:38][C@H:39]2[CH2:40][CH2:41][C@H:42]([CH3:45])[CH2:43][CH2:44]2)[C:26]([C:72]([C:73]2[CH:78]=[CH:77][CH:76]=[CH:75][CH:74]=2)=[O:79])=[N:27]3)[CH3:21])[CH2:19][CH2:18][CH2:17]1. (7) Given the reactants [CH3:1][CH:2]([CH3:10])[C:3]([CH:5]([C:8]#[N:9])[C:6]#[N:7])=O.P(Cl)(Cl)(Cl)(Cl)[Cl:12], predict the reaction product. The product is: [Cl:12][C:3](=[C:5]([C:8]#[N:9])[C:6]#[N:7])[CH:2]([CH3:10])[CH3:1].